From a dataset of Forward reaction prediction with 1.9M reactions from USPTO patents (1976-2016). Predict the product of the given reaction. (1) Given the reactants [CH3:1][N:2]1[C:6]([C:7]2[CH:8]=[CH:9][C:10]([NH2:13])=[N:11][CH:12]=2)=[CH:5][C:4]([C:14]2[N:18]=[C:17]([CH3:19])[O:16][N:15]=2)=[N:3]1.[Cl:20][C:21]1[CH:29]=[CH:28][CH:27]=[CH:26][C:22]=1[C:23](Cl)=[O:24].CCN(C(C)C)C(C)C.C([O-])(O)=O.[Na+].C(Cl)Cl, predict the reaction product. The product is: [Cl:20][C:21]1[CH:29]=[CH:28][CH:27]=[CH:26][C:22]=1[C:23]([NH:13][C:10]1[CH:9]=[CH:8][C:7]([C:6]2[N:2]([CH3:1])[N:3]=[C:4]([C:14]3[N:18]=[C:17]([CH3:19])[O:16][N:15]=3)[CH:5]=2)=[CH:12][N:11]=1)=[O:24]. (2) Given the reactants [CH3:1][C:2]1[CH:3]=[C:4]2[C:9](=[CH:10][CH:11]=1)[C:8](=[O:12])[NH:7][CH2:6][CH2:5]2.I[C:14]1[CH:15]=[N:16][CH:17]=[CH:18][C:19]=1[CH3:20].P([O-])([O-])([O-])=O.[K+].[K+].[K+], predict the reaction product. The product is: [CH3:1][C:2]1[CH:3]=[C:4]2[C:9](=[CH:10][CH:11]=1)[C:8](=[O:12])[N:7]([C:14]1[CH:15]=[N:16][CH:17]=[CH:18][C:19]=1[CH3:20])[CH2:6][CH2:5]2. (3) Given the reactants C(OC(=O)[NH:7][CH2:8][CH:9]([OH:38])[CH2:10][NH:11][C:12](=[O:37])[C:13]1[CH:18]=[CH:17][C:16]([C:19]2[CH2:23][C:22]([C:28]3[CH:33]=[C:32]([Cl:34])[CH:31]=[C:30]([Cl:35])[CH:29]=3)([C:24]([F:27])([F:26])[F:25])[O:21][N:20]=2)=[CH:15][C:14]=1[CH3:36])(C)(C)C.FC(F)(F)C(O)=O, predict the reaction product. The product is: [NH2:7][CH2:8][CH:9]([OH:38])[CH2:10][NH:11][C:12](=[O:37])[C:13]1[CH:18]=[CH:17][C:16]([C:19]2[CH2:23][C:22]([C:28]3[CH:29]=[C:30]([Cl:35])[CH:31]=[C:32]([Cl:34])[CH:33]=3)([C:24]([F:26])([F:27])[F:25])[O:21][N:20]=2)=[CH:15][C:14]=1[CH3:36]. (4) Given the reactants [CH2:1]([N:3]([CH2:6][CH3:7])[CH2:4][CH3:5])[CH3:2].ICC.Cl.N1CC[CH:15]([C:18]2[CH:22]=[C:21]([NH:23][C:24]3[N:25]=[CH:26][C:27]4[S:32][C:31]([C:33]([NH2:35])=[O:34])=[C:30]([C:36]5[CH:41]=[CH:40][CH:39]=[CH:38][C:37]=5[O:42][C:43]([F:46])([F:45])[F:44])[C:28]=4[N:29]=3)[N:20]([CH:47]([CH3:49])[CH3:48])[N:19]=2)CC1, predict the reaction product. The product is: [CH2:1]([N:3]1[CH2:6][CH2:7][CH:15]([C:18]2[CH:22]=[C:21]([NH:23][C:24]3[N:25]=[CH:26][C:27]4[S:32][C:31]([C:33]([NH2:35])=[O:34])=[C:30]([C:36]5[CH:41]=[CH:40][CH:39]=[CH:38][C:37]=5[O:42][C:43]([F:46])([F:44])[F:45])[C:28]=4[N:29]=3)[N:20]([CH:47]([CH3:49])[CH3:48])[N:19]=2)[CH2:5][CH2:4]1)[CH3:2]. (5) Given the reactants C[O:2][C:3](=[O:13])[C:4]1[CH:9]=[C:8]([Br:10])[C:7]([O:11][CH3:12])=[N:6][CH:5]=1.[OH-].[Li+].CO, predict the reaction product. The product is: [Br:10][C:8]1[C:7]([O:11][CH3:12])=[N:6][CH:5]=[C:4]([CH:9]=1)[C:3]([OH:13])=[O:2].